This data is from Forward reaction prediction with 1.9M reactions from USPTO patents (1976-2016). The task is: Predict the product of the given reaction. (1) Given the reactants [NH:1]1[C:5]2[CH:6]=[CH:7][CH:8]=[CH:9][C:4]=2[N:3]=[C:2]1[CH2:10][NH:11][C:12]([NH2:14])=[S:13].[O-]CC.[Na+].[C:19]([CH2:21][C:22](OCC)=[O:23])#[N:20].S(=O)(=O)(O)O, predict the reaction product. The product is: [NH2:20][C:19]1[N:11]([CH2:10][C:2]2[NH:3][C:4]3[CH:9]=[CH:8][CH:7]=[CH:6][C:5]=3[N:1]=2)[C:12](=[S:13])[NH:14][C:22](=[O:23])[CH:21]=1. (2) Given the reactants Cl[C:2]1[N:3]=[CH:4][C:5]2[N:11]([CH3:12])[C:10](=[O:13])[CH:9]([CH2:14][C:15]#[N:16])[CH2:8][N:7]([CH:17]3[CH2:21][CH2:20][CH2:19][CH2:18]3)[C:6]=2[N:22]=1.[NH2:23][C:24]1[CH:32]=[CH:31][C:27]([C:28]([OH:30])=[O:29])=[CH:26][C:25]=1[O:33][CH3:34], predict the reaction product. The product is: [C:15]([CH2:14][CH:9]1[CH2:8][N:7]([CH:17]2[CH2:21][CH2:20][CH2:19][CH2:18]2)[C:6]2[N:22]=[C:2]([NH:23][C:24]3[CH:32]=[CH:31][C:27]([C:28]([OH:30])=[O:29])=[CH:26][C:25]=3[O:33][CH3:34])[N:3]=[CH:4][C:5]=2[N:11]([CH3:12])[C:10]1=[O:13])#[N:16]. (3) Given the reactants [C:1]([O:5][C:6]([N:8]1[C:12]([CH3:13])=[N:11][C:10]([CH2:14][CH2:15][C:16]2[CH:21]=[CH:20][C:19]([N+:22]([O-])=O)=[CH:18][CH:17]=2)=[N:9]1)=[O:7])([CH3:4])([CH3:3])[CH3:2], predict the reaction product. The product is: [C:1]([O:5][C:6]([N:8]1[C:12]([CH3:13])=[N:11][C:10]([CH2:14][CH2:15][C:16]2[CH:17]=[CH:18][C:19]([NH2:22])=[CH:20][CH:21]=2)=[N:9]1)=[O:7])([CH3:4])([CH3:2])[CH3:3]. (4) Given the reactants [Cl:1][C:2]1[CH:3]=[CH:4][C:5]([O:11][CH2:12][CH:13]([O:15][CH3:16])C)=[C:6]([CH:10]=1)[C:7]([OH:9])=[O:8].[CH3:17][N:18]([CH3:25])[CH2:19]COCCO, predict the reaction product. The product is: [Cl:1][C:2]1[CH:3]=[CH:4][C:5]([O:11][CH2:12][CH2:13][O:15][CH2:16][CH2:17][N:18]([CH3:25])[CH3:19])=[C:6]([CH:10]=1)[C:7]([OH:9])=[O:8]. (5) Given the reactants [OH-].[K+].[CH3:3][C:3]1(C)CC(C[N:12]=[C:13]=[O:14])(C)CC([N:12]=[C:13]=[O:14])C1.[C:19]([O-:32])(=[O:31])[CH2:20][CH2:21]CCCCCCCCC.[C:19]([O-:32])(=[O:31])[CH2:20][CH2:21]CCCCCCCCC.C([Sn+2]CCCC)CCC, predict the reaction product. The product is: [C:19]([O-:32])(=[O:31])[C:20]([CH3:3])=[CH2:21].[N-:12]=[C:13]=[O:14]. (6) Given the reactants [CH2:1]([O:3][C:4]1[CH:12]=[C:11]2[C:7]([CH:8]=[N:9][NH:10]2)=[CH:6][C:5]=1[NH:13][C:14]1[C:15]2[C:22]3[CH2:23][CH2:24][CH:25]([C:27](O)=[O:28])[CH2:26][C:21]=3[S:20][C:16]=2[N:17]=[CH:18][N:19]=1)[CH3:2].[CH3:30][N:31]([CH3:37])[CH:32]1[CH2:36][CH2:35][NH:34][CH2:33]1, predict the reaction product. The product is: [CH3:30][N:31]([CH3:37])[CH:32]1[CH2:36][CH2:35][N:34]([C:27]([CH:25]2[CH2:24][CH2:23][C:22]3[C:15]4[C:14]([NH:13][C:5]5[CH:6]=[C:7]6[C:11](=[CH:12][C:4]=5[O:3][CH2:1][CH3:2])[NH:10][N:9]=[CH:8]6)=[N:19][CH:18]=[N:17][C:16]=4[S:20][C:21]=3[CH2:26]2)=[O:28])[CH2:33]1.